This data is from Forward reaction prediction with 1.9M reactions from USPTO patents (1976-2016). The task is: Predict the product of the given reaction. (1) Given the reactants [F:1][C:2]1[CH:3]=[C:4]([CH:8]=[C:9]([N+:11]([O-:13])=[O:12])[CH:10]=1)[C:5]([OH:7])=[O:6].[C:14]1(C)[C:15](S(O)(=O)=O)=CC=C[CH:19]=1.C(O)C=C, predict the reaction product. The product is: [F:1][C:2]1[CH:3]=[C:4]([CH:8]=[C:9]([N+:11]([O-:13])=[O:12])[CH:10]=1)[C:5]([O:7][CH2:15][CH:14]=[CH2:19])=[O:6]. (2) Given the reactants [CH3:1][CH2:2][CH:3]([CH2:5][CH:6]([CH2:8][CH2:9][CH2:10][CH2:11][CH2:12][CH2:13][CH2:14][CH2:15][C:16]([NH:18][C@@H:19]1[C:50](=[O:51])[NH:49][C@@H:48]([C@@H:52]([OH:54])[CH3:53])[C:46](=[O:47])[N:45]2[C@@H:41]([CH2:42][C@@H:43]([OH:55])[CH2:44]2)[C:39](=[O:40])[NH:38][C@@H:37]([C@H:56]([OH:66])[C@@H:57]([OH:65])[C:58]2[CH:63]=[CH:62][C:61]([OH:64])=[CH:60][CH:59]=2)[C:35](=[O:36])[NH:34][C@@H:33]([C@@H:67]([OH:72])[CH2:68][C:69]([NH2:71])=O)[C:31](=[O:32])[N:30]2[C@@H:26]([C@@H:27]([OH:73])[CH2:28][CH2:29]2)[C:24](=[O:25])[NH:23][C@H:22](O)[C@H:21]([OH:75])[CH2:20]1)=[O:17])[CH3:7])[CH3:4].[CH2:76]([NH2:79])[CH2:77][NH2:78].B([O-])([O-])OC1C=CC=CC=1, predict the reaction product. The product is: [CH3:1][CH2:2][CH:3]([CH2:5][CH:6]([CH2:8][CH2:9][CH2:10][CH2:11][CH2:12][CH2:13][CH2:14][CH2:15][C:16]([NH:18][C@@H:19]1[C:50](=[O:51])[NH:49][C@@H:48]([C@H:52]([OH:54])[CH3:53])[C:46](=[O:47])[N:45]2[C@@H:41]([CH2:42][C@@H:43]([OH:55])[CH2:44]2)[C:39](=[O:40])[NH:38][C@@H:37]([C@H:56]([OH:66])[C@@H:57]([OH:65])[C:58]2[CH:63]=[CH:62][C:61]([OH:64])=[CH:60][CH:59]=2)[C:35](=[O:36])[NH:34][C@@H:33]([C@H:67]([OH:72])[CH2:68][CH2:69][NH2:71])[C:31](=[O:32])[N:30]2[C@@H:26]([C@@H:27]([OH:73])[CH2:28][CH2:29]2)[C:24](=[O:25])[NH:23][C@H:22]([NH:78][CH2:77][CH2:76][NH2:79])[C@H:21]([OH:75])[CH2:20]1)=[O:17])[CH3:7])[CH3:4]. (3) Given the reactants Br[C:2]1[CH:3]=[N:4][N:5]([C:7]2[CH:12]=[CH:11][CH:10]=[CH:9][CH:8]=2)[CH:6]=1.[O:13]1[CH:17]=[CH:16][CH:15]=[C:14]1B(O)O.C([O-])([O-])=O.[Cs+].[Cs+], predict the reaction product. The product is: [O:13]1[CH:17]=[CH:16][CH:15]=[C:14]1[C:2]1[CH:3]=[N:4][N:5]([C:7]2[CH:12]=[CH:11][CH:10]=[CH:9][CH:8]=2)[CH:6]=1. (4) The product is: [N:14]1[CH:19]=[CH:18][CH:17]=[C:16]([C:20]2[CH:21]=[C:22]([C:29]3[CH:30]=[C:31]4[C:32](=[CH:37][CH:38]=3)[CH:33]=[C:34]([N:43]3[C:44](=[O:46])[C:45](=[CH2:1])[S:41][C:42]3=[O:47])[CH:35]=[CH:36]4)[CH:23]=[C:24]3[O:28][CH2:27][O:26][C:25]=23)[CH:15]=1. Given the reactants [C:1]1(C)C=CC=CC=1.N1CCCCC1.[N:14]1[CH:19]=[CH:18][CH:17]=[C:16]([C:20]2[CH:21]=[C:22]([C:29]3[CH:30]=[C:31]4[C:36](=[CH:37][CH:38]=3)[CH:35]=[C:34](C=O)[CH:33]=[CH:32]4)[CH:23]=[C:24]3[O:28][CH2:27][O:26][C:25]=23)[CH:15]=1.[S:41]1[CH2:45][C:44](=[O:46])[NH:43][C:42]1=[O:47], predict the reaction product. (5) Given the reactants C([O:8][C:9]([N:11]1[CH2:16][CH2:15][N:14]([C:17]2[CH:22]=[CH:21][CH:20]=[C:19]([CH:23]([C:26]#[N:27])[CH:24]=O)[CH:18]=2)[CH2:13][CH2:12]1)=[O:10])C1C=CC=CC=1.O.[NH2:29][NH2:30].C(=O)([O-])[O-].[Na+].[Na+].O.[C:38]1([CH3:44])[CH:43]=[CH:42][CH:41]=[CH:40][CH:39]=1, predict the reaction product. The product is: [CH2:44]([O:8][C:9]([N:11]1[CH2:12][CH2:13][N:14]([C:17]2[CH:22]=[CH:21][CH:20]=[C:19]([C:23]3[CH:24]=[N:29][NH:30][C:26]=3[NH2:27])[CH:18]=2)[CH2:15][CH2:16]1)=[O:10])[C:38]1[CH:43]=[CH:42][CH:41]=[CH:40][CH:39]=1. (6) Given the reactants [NH2:1][C:2]1[C:11]([SH:12])=[CH:10][C:5]([C:6]([O:8][CH3:9])=[O:7])=[C:4]([NH:13][C:14]2[CH:19]=[CH:18][CH:17]=[CH:16][C:15]=2[Cl:20])[C:3]=1[F:21].[CH3:22]C1C=CC(S(O)(=O)=O)=CC=1.O, predict the reaction product. The product is: [F:21][C:3]1[C:2]2[N:1]=[CH:22][S:12][C:11]=2[CH:10]=[C:5]([C:6]([O:8][CH3:9])=[O:7])[C:4]=1[NH:13][C:14]1[CH:19]=[CH:18][CH:17]=[CH:16][C:15]=1[Cl:20]. (7) The product is: [CH3:24][C:19]1[C:18]([C:10]2[N:11]([C:26]#[N:27])[C:12]3[C:17]([C:9]=2[C:6]2[CH:5]=[CH:4][C:3]([O:2][CH3:1])=[CH:8][CH:7]=2)=[CH:16][CH:15]=[CH:14][CH:13]=3)=[C:22]([CH3:23])[O:21][N:20]=1. Given the reactants [CH3:1][O:2][C:3]1[CH:8]=[CH:7][C:6]([C:9]2[C:17]3[C:12](=[CH:13][CH:14]=[CH:15][CH:16]=3)[NH:11][C:10]=2[C:18]2[C:19]([CH3:24])=[N:20][O:21][C:22]=2[CH3:23])=[CH:5][CH:4]=1.O(C1C=CC(C(C2C=CC(OC#N)=CC=2)(C)C)=CC=1)[C:26]#[N:27].CS(C)=O.CCN(CC)CC, predict the reaction product.